This data is from hERG Central: cardiac toxicity at 1µM, 10µM, and general inhibition. The task is: Predict hERG channel inhibition at various concentrations. (1) The compound is CCCCCn1c(SCC#N)nc2cc(C(=O)NCC3CCCO3)ccc2c1=O. Results: hERG_inhib (hERG inhibition (general)): blocker. (2) The molecule is C=CCn1c(SCC(=O)Nc2cccc(C)c2)nnc1-c1cnccn1. Results: hERG_inhib (hERG inhibition (general)): blocker. (3) Results: hERG_inhib (hERG inhibition (general)): blocker. The drug is COCCn1c(SCC(=O)Nc2sc(C)c(C)c2C#N)nnc1-c1ccc(OC)cc1.